This data is from NCI-60 drug combinations with 297,098 pairs across 59 cell lines. The task is: Regression. Given two drug SMILES strings and cell line genomic features, predict the synergy score measuring deviation from expected non-interaction effect. Drug 1: CN(C)C1=NC(=NC(=N1)N(C)C)N(C)C. Drug 2: C1C(C(OC1N2C=NC(=NC2=O)N)CO)O. Cell line: EKVX. Synergy scores: CSS=-3.19, Synergy_ZIP=1.41, Synergy_Bliss=-3.08, Synergy_Loewe=-3.22, Synergy_HSA=-5.47.